This data is from Forward reaction prediction with 1.9M reactions from USPTO patents (1976-2016). The task is: Predict the product of the given reaction. (1) Given the reactants [CH3:1][O:2][C:3]([C:5]1[CH:10]=[N:9][C:8](N)=[C:7]([C:12]2[CH:17]=[CH:16][C:15]([O:18][C:19]([F:22])([F:21])[F:20])=[CH:14][CH:13]=2)[N:6]=1)=[O:4].C(ON=O)CC(C)C.C[Si](C)(C)[Br:33].C(=O)(O)[O-].[Na+], predict the reaction product. The product is: [CH3:1][O:2][C:3]([C:5]1[CH:10]=[N:9][C:8]([Br:33])=[C:7]([C:12]2[CH:17]=[CH:16][C:15]([O:18][C:19]([F:22])([F:21])[F:20])=[CH:14][CH:13]=2)[N:6]=1)=[O:4]. (2) Given the reactants [CH3:1][O:2][C:3](=[O:20])[C:4]1[CH:9]=[C:8]([O:10][CH3:11])[C:7]([O:12][CH2:13][CH2:14][O:15][CH3:16])=[CH:6][C:5]=1[N+:17]([O-])=O.[Cl-].[NH4+], predict the reaction product. The product is: [CH3:1][O:2][C:3](=[O:20])[C:4]1[CH:9]=[C:8]([O:10][CH3:11])[C:7]([O:12][CH2:13][CH2:14][O:15][CH3:16])=[CH:6][C:5]=1[NH2:17]. (3) Given the reactants [CH:1]1([NH:4][C:5]2[CH:6]=[C:7]([CH:10]=[CH:11][C:12]=2[N+:13]([O-])=O)[C:8]#[N:9])[CH2:3][CH2:2]1, predict the reaction product. The product is: [NH2:13][C:12]1[CH:11]=[CH:10][C:7]([C:8]#[N:9])=[CH:6][C:5]=1[NH:4][CH:1]1[CH2:2][CH2:3]1. (4) Given the reactants C[O:2][C:3]([C:5]1[N:9]=[CH:8][N:7]([C@H:10]2[O:22][C@@H:21]([CH2:23][O:24]C(=O)C)[C@H:16]([O:17]C(=O)C)[C@@H:11]2[O:12]C(=O)C)[N:6]=1)=O.[NH3:28], predict the reaction product. The product is: [C@@H:10]1([N:7]2[CH:8]=[N:9][C:5]([C:3]([NH2:28])=[O:2])=[N:6]2)[O:22][C@H:21]([CH2:23][OH:24])[C@@H:16]([OH:17])[C@H:11]1[OH:12]. (5) Given the reactants C[O-].[Na+].Cl.[NH2:5][C:6]([NH2:8])=[NH:7].O1CCCC1.Cl.[Cl:15][C:16]([C:18]1[C:26]2[C:21](=[CH:22][CH:23]=[CH:24][CH:25]=2)[N:20]([C:27]2[C:36]3[C:31](=[CH:32][CH:33]=[CH:34][CH:35]=3)[N:30]=[C:29]([C:37]([F:40])([F:39])[F:38])[CH:28]=2)[CH:19]=1)=[O:17], predict the reaction product. The product is: [ClH:15].[NH:7]([C:16]([C:18]1[C:26]2[C:21](=[CH:22][CH:23]=[CH:24][CH:25]=2)[N:20]([C:27]2[C:36]3[C:31](=[CH:32][CH:33]=[CH:34][CH:35]=3)[N:30]=[C:29]([C:37]([F:39])([F:38])[F:40])[CH:28]=2)[CH:19]=1)=[O:17])[C:6]([NH2:8])=[NH:5]. (6) The product is: [F:20][C:21]1[CH:26]=[CH:25][C:24]([O:27][C:28]2[CH:29]=[C:30]([CH2:31][NH:32][C:11](=[O:13])[C:10]3[CH:14]=[CH:15][C:16]([CH3:18])=[N:17][C:9]=3[NH2:8])[CH:33]=[CH:34][CH:35]=2)=[CH:23][CH:22]=1. Given the reactants C(N(CC)CC)C.[NH2:8][C:9]1[N:17]=[C:16]([CH3:18])[CH:15]=[CH:14][C:10]=1[C:11]([OH:13])=O.[OH-].[F:20][C:21]1[CH:26]=[CH:25][C:24]([O:27][C:28]2[CH:29]=[C:30]([CH:33]=[CH:34][CH:35]=2)[CH2:31][NH2:32])=[CH:23][CH:22]=1.CN([P+](ON1N=NC2C=CC=CC1=2)(N(C)C)N(C)C)C.F[P-](F)(F)(F)(F)F, predict the reaction product.